Dataset: Drug-target binding data from BindingDB using Ki measurements. Task: Regression. Given a target protein amino acid sequence and a drug SMILES string, predict the binding affinity score between them. We predict pKi (pKi = -log10(Ki in M); higher means stronger inhibition). Dataset: bindingdb_ki. The small molecule is Cn1c(=O)c2[nH]c(-c3cccc(OCC(=O)Nc4ccc(Br)cc4)c3)cc2n(C)c1=O. The target protein (P29275) has sequence MLLETQDALYVALELVIAALSVAGNVLVCAAVGTANTLQTPTNYFLVSLAAADVAVGLFAIPFAITISLGFCTDFYGCLFLACFVLVLTQSSIFSLLAVAVDRYLAICVPLRYKSLVTGTRARGVIAVLWVLAFGIGLTPFLGWNSKDSATNNCTEPWDGTTNESCCLVKCLFENVVPMSYMVYFNFFGCVLPPLLIMLVIYIKIFLVACRQLQRTELMDHSRTTLQREIHAAKSLAMIVGIFALCWLPVHAVNCVTLFQPAQGKNKPKWAMNMAILLSHANSVVNPIVYAYRNRDFRYTFHKIISRYLLCQADVKSGNGQAGVQPALGVGL. The pKi is 7.3.